Dataset: NCI-60 drug combinations with 297,098 pairs across 59 cell lines. Task: Regression. Given two drug SMILES strings and cell line genomic features, predict the synergy score measuring deviation from expected non-interaction effect. (1) Drug 1: C1=CC(=CC=C1C#N)C(C2=CC=C(C=C2)C#N)N3C=NC=N3. Drug 2: CC(C)(C#N)C1=CC(=CC(=C1)CN2C=NC=N2)C(C)(C)C#N. Cell line: HOP-92. Synergy scores: CSS=-2.81, Synergy_ZIP=-0.703, Synergy_Bliss=-3.06, Synergy_Loewe=-3.15, Synergy_HSA=-3.22. (2) Drug 1: CCN(CC)CCCC(C)NC1=C2C=C(C=CC2=NC3=C1C=CC(=C3)Cl)OC. Drug 2: CC(C)NC(=O)C1=CC=C(C=C1)CNNC.Cl. Cell line: UACC62. Synergy scores: CSS=15.3, Synergy_ZIP=3.24, Synergy_Bliss=9.79, Synergy_Loewe=6.70, Synergy_HSA=8.89. (3) Drug 1: CN1C2=C(C=C(C=C2)N(CCCl)CCCl)N=C1CCCC(=O)O.Cl. Drug 2: CC(C)NC(=O)C1=CC=C(C=C1)CNNC.Cl. Cell line: EKVX. Synergy scores: CSS=2.83, Synergy_ZIP=-1.44, Synergy_Bliss=-1.21, Synergy_Loewe=0.366, Synergy_HSA=-0.770. (4) Drug 1: C1=CC(=CC=C1CCCC(=O)O)N(CCCl)CCCl. Drug 2: C1=NC2=C(N=C(N=C2N1C3C(C(C(O3)CO)O)F)Cl)N. Cell line: LOX IMVI. Synergy scores: CSS=33.4, Synergy_ZIP=-7.11, Synergy_Bliss=-2.97, Synergy_Loewe=-3.42, Synergy_HSA=-2.51. (5) Drug 1: C1CC(=O)NC(=O)C1N2CC3=C(C2=O)C=CC=C3N. Drug 2: CCCCC(=O)OCC(=O)C1(CC(C2=C(C1)C(=C3C(=C2O)C(=O)C4=C(C3=O)C=CC=C4OC)O)OC5CC(C(C(O5)C)O)NC(=O)C(F)(F)F)O. Cell line: COLO 205. Synergy scores: CSS=-3.67, Synergy_ZIP=0.00459, Synergy_Bliss=-4.37, Synergy_Loewe=-3.54, Synergy_HSA=-4.62. (6) Drug 1: CC1=C(C(=CC=C1)Cl)NC(=O)C2=CN=C(S2)NC3=CC(=NC(=N3)C)N4CCN(CC4)CCO. Drug 2: CC12CCC3C(C1CCC2OP(=O)(O)O)CCC4=C3C=CC(=C4)OC(=O)N(CCCl)CCCl.[Na+]. Cell line: LOX IMVI. Synergy scores: CSS=7.48, Synergy_ZIP=-1.36, Synergy_Bliss=0.183, Synergy_Loewe=-62.5, Synergy_HSA=-0.764. (7) Drug 1: CS(=O)(=O)C1=CC(=C(C=C1)C(=O)NC2=CC(=C(C=C2)Cl)C3=CC=CC=N3)Cl. Drug 2: CCC(=C(C1=CC=CC=C1)C2=CC=C(C=C2)OCCN(C)C)C3=CC=CC=C3.C(C(=O)O)C(CC(=O)O)(C(=O)O)O. Cell line: SF-295. Synergy scores: CSS=8.00, Synergy_ZIP=-0.828, Synergy_Bliss=2.56, Synergy_Loewe=3.61, Synergy_HSA=3.30.